From a dataset of Catalyst prediction with 721,799 reactions and 888 catalyst types from USPTO. Predict which catalyst facilitates the given reaction. (1) Reactant: [NH2:1][CH2:2][CH2:3][CH2:4][CH2:5][CH2:6][CH2:7][N:8]([CH3:62])[C@H:9]([C:13]([NH:15][C@H:16]([C:20]([N:22]([C@@H:24]([C@@H:58]([CH3:61])[CH2:59][CH3:60])[C@H:25]([O:56][CH3:57])[CH2:26][C:27]([N:29]1[CH2:33][CH2:32][CH2:31][C@H:30]1[C@H:34]([O:54][CH3:55])[C@@H:35]([CH3:53])[C:36]([NH:38][C@@H:39]([CH2:43][C:44]1[C:52]2[C:47](=[CH:48][CH:49]=[CH:50][CH:51]=2)[NH:46][CH:45]=1)[C:40]([NH2:42])=[O:41])=[O:37])=[O:28])[CH3:23])=[O:21])[CH:17]([CH3:19])[CH3:18])=[O:14])[CH:10]([CH3:12])[CH3:11].[N+](C1C=CC([N:72]([CH2:76][CH2:77][N:78]2[C:82](=[O:83])[CH:81]=[CH:80][C:79]2=[O:84])[C:73](=O)[O-:74])=CC=1)([O-])=O.C(N(CC)C(C)C)(C)C. Product: [O:84]=[C:79]1[CH:80]=[CH:81][C:82](=[O:83])[N:78]1[CH2:77][CH2:76][NH:72][C:73]([NH:1][CH2:2][CH2:3][CH2:4][CH2:5][CH2:6][CH2:7][N:8]([CH3:62])[C@H:9]([C:13]([NH:15][C@H:16]([C:20]([N:22]([C@@H:24]([C@@H:58]([CH3:61])[CH2:59][CH3:60])[C@H:25]([O:56][CH3:57])[CH2:26][C:27]([N:29]1[CH2:33][CH2:32][CH2:31][C@H:30]1[C@H:34]([O:54][CH3:55])[C@@H:35]([CH3:53])[C:36]([NH:38][C@@H:39]([CH2:43][C:44]1[C:52]2[C:47](=[CH:48][CH:49]=[CH:50][CH:51]=2)[NH:46][CH:45]=1)[C:40]([NH2:42])=[O:41])=[O:37])=[O:28])[CH3:23])=[O:21])[CH:17]([CH3:18])[CH3:19])=[O:14])[CH:10]([CH3:12])[CH3:11])=[O:74]. The catalyst class is: 3. (2) Reactant: [F:1][CH:2]([F:19])[CH2:3][O:4][C:5]1[CH:10]=[CH:9][N:8]=[C:7]([O:11][C@@H:12]2[CH2:17][CH2:16][C@@H:15]([CH3:18])[NH:14][CH2:13]2)[CH:6]=1.[N:20]1[N:21]([C:25]2[CH:33]=[CH:32][CH:31]=[CH:30][C:26]=2[C:27](O)=[O:28])[N:22]=[CH:23][CH:24]=1.C1C=CC2N(O)N=NC=2C=1.C(Cl)CCl.C(N(CC)CC)C. Product: [N:20]1[N:21]([C:25]2[CH:33]=[CH:32][CH:31]=[CH:30][C:26]=2[C:27]([N:14]2[CH2:13][C@H:12]([O:11][C:7]3[CH:6]=[C:5]([O:4][CH2:3][CH:2]([F:1])[F:19])[CH:10]=[CH:9][N:8]=3)[CH2:17][CH2:16][C@H:15]2[CH3:18])=[O:28])[N:22]=[CH:23][CH:24]=1. The catalyst class is: 3.